Dataset: NCI-60 drug combinations with 297,098 pairs across 59 cell lines. Task: Regression. Given two drug SMILES strings and cell line genomic features, predict the synergy score measuring deviation from expected non-interaction effect. (1) Drug 2: CCN(CC)CCNC(=O)C1=C(NC(=C1C)C=C2C3=C(C=CC(=C3)F)NC2=O)C. Cell line: T-47D. Synergy scores: CSS=6.09, Synergy_ZIP=-6.89, Synergy_Bliss=-2.16, Synergy_Loewe=-4.80, Synergy_HSA=-4.13. Drug 1: C1=C(C(=O)NC(=O)N1)N(CCCl)CCCl. (2) Drug 2: CN(C)N=NC1=C(NC=N1)C(=O)N. Cell line: LOX IMVI. Drug 1: CC1C(C(CC(O1)OC2CC(CC3=C2C(=C4C(=C3O)C(=O)C5=C(C4=O)C(=CC=C5)OC)O)(C(=O)CO)O)N)O.Cl. Synergy scores: CSS=40.6, Synergy_ZIP=5.24, Synergy_Bliss=7.80, Synergy_Loewe=0.914, Synergy_HSA=4.19. (3) Drug 1: C1=CC=C(C(=C1)C(C2=CC=C(C=C2)Cl)C(Cl)Cl)Cl. Drug 2: COC1=NC(=NC2=C1N=CN2C3C(C(C(O3)CO)O)O)N. Cell line: SW-620. Synergy scores: CSS=2.42, Synergy_ZIP=-0.392, Synergy_Bliss=0.734, Synergy_Loewe=0.471, Synergy_HSA=0.512. (4) Drug 1: CC12CCC(CC1=CCC3C2CCC4(C3CC=C4C5=CN=CC=C5)C)O. Drug 2: CNC(=O)C1=NC=CC(=C1)OC2=CC=C(C=C2)NC(=O)NC3=CC(=C(C=C3)Cl)C(F)(F)F. Cell line: RXF 393. Synergy scores: CSS=23.4, Synergy_ZIP=-8.44, Synergy_Bliss=-7.10, Synergy_Loewe=-7.67, Synergy_HSA=-5.75. (5) Drug 1: CN1CCC(CC1)COC2=C(C=C3C(=C2)N=CN=C3NC4=C(C=C(C=C4)Br)F)OC. Drug 2: C1CNP(=O)(OC1)N(CCCl)CCCl. Cell line: NCIH23. Synergy scores: CSS=-1.91, Synergy_ZIP=-0.356, Synergy_Bliss=-2.72, Synergy_Loewe=-12.6, Synergy_HSA=-5.30. (6) Drug 2: CC(C)(C#N)C1=CC=C(C=C1)N2C3=C4C=C(C=CC4=NC=C3N(C2=O)C)C5=CC6=CC=CC=C6N=C5. Drug 1: CCC1(C2=C(COC1=O)C(=O)N3CC4=CC5=C(C=CC(=C5CN(C)C)O)N=C4C3=C2)O. Synergy scores: CSS=75.0, Synergy_ZIP=0.595, Synergy_Bliss=-0.00435, Synergy_Loewe=3.81, Synergy_HSA=8.20. Cell line: SW-620. (7) Drug 1: C(=O)(N)NO. Drug 2: CCCCCOC(=O)NC1=NC(=O)N(C=C1F)C2C(C(C(O2)C)O)O. Cell line: HL-60(TB). Synergy scores: CSS=14.2, Synergy_ZIP=1.52, Synergy_Bliss=0.594, Synergy_Loewe=-10.8, Synergy_HSA=-1.51.